Dataset: Catalyst prediction with 721,799 reactions and 888 catalyst types from USPTO. Task: Predict which catalyst facilitates the given reaction. (1) The catalyst class is: 7. Reactant: [CH3:1][C:2]1[CH:11]=[CH:10][C:9]([N:12]2[CH2:17][CH2:16][N:15]([CH3:18])[CH2:14][CH2:13]2)=[C:8]2[C:3]=1[CH2:4][CH2:5][C@@H:6]([NH:19][C:20](=[O:33])[C:21]1[CH:26]=[CH:25][C:24]([N:27]3[CH2:32][CH2:31][O:30][CH2:29][CH2:28]3)=[CH:23][CH:22]=1)[CH2:7]2.[C:34]([OH:41])(=[O:40])/[CH:35]=[CH:36]\[C:37]([OH:39])=[O:38].C(OCC)C.O. Product: [C:34]([OH:41])(=[O:40])/[CH:35]=[CH:36]\[C:37]([OH:39])=[O:38].[CH3:1][C:2]1[CH:11]=[CH:10][C:9]([N:12]2[CH2:17][CH2:16][N:15]([CH3:18])[CH2:14][CH2:13]2)=[C:8]2[C:3]=1[CH2:4][CH2:5][C@@H:6]([NH:19][C:20](=[O:33])[C:21]1[CH:26]=[CH:25][C:24]([N:27]3[CH2:32][CH2:31][O:30][CH2:29][CH2:28]3)=[CH:23][CH:22]=1)[CH2:7]2. (2) Reactant: [F:1][C:2]1[CH:3]=[C:4]([CH:6]=[CH:7][C:8]=1[N:9]1[CH2:14][CH2:13][O:12][CH2:11][CH2:10]1)[NH2:5].[CH2:15]([NH:22][C:23](=[O:25])[O-])[C:16]1C=CC=C[CH:17]=1.Cl[C:27]([O:29]CC1C=CC=CC=1)=[O:28].[CH2:37]([Li])CCC.C(N)(=O)C. Product: [CH3:37][C:23]([NH:22][CH2:15][C@@H:16]1[O:29][C:27](=[O:28])[N:5]([C:4]2[CH:6]=[CH:7][C:8]([N:9]3[CH2:14][CH2:13][O:12][CH2:11][CH2:10]3)=[C:2]([F:1])[CH:3]=2)[CH2:17]1)=[O:25]. The catalyst class is: 389. (3) Reactant: [N+:1]([C:4]1[CH:9]=[CH:8][C:7]([NH:10][CH:11]2[CH2:16][CH2:15][N:14](C(OC(C)(C)C)=O)[CH2:13][CH2:12]2)=[CH:6][C:5]=1[C:24]([F:27])([F:26])[F:25])([O-:3])=[O:2].FC(F)(F)C(O)=O. Product: [N+:1]([C:4]1[CH:9]=[CH:8][C:7]([NH:10][CH:11]2[CH2:12][CH2:13][NH:14][CH2:15][CH2:16]2)=[CH:6][C:5]=1[C:24]([F:27])([F:25])[F:26])([O-:3])=[O:2]. The catalyst class is: 4. (4) Product: [C:1]1([S:7][C:8]2[CH:13]=[CH:12][C:11]([C:14](=[O:16])[CH2:15][CH2:29][CH:28]=[CH2:27])=[CH:10][CH:9]=2)[CH:2]=[CH:3][CH:4]=[CH:5][CH:6]=1. Reactant: [C:1]1([S:7][C:8]2[CH:13]=[CH:12][C:11]([C:14](=[O:16])[CH3:15])=[CH:10][CH:9]=2)[CH:6]=[CH:5][CH:4]=[CH:3][CH:2]=1.C[Si](C)(C)[N-][Si](C)(C)C.[Li+].[CH2:27](Br)[CH:28]=[CH2:29]. The catalyst class is: 1. (5) Reactant: [F:1][C:2]([F:41])([F:40])[C@@H:3]([NH:10][C@@H:11]([CH2:35][C:36]([F:39])([CH3:38])[CH3:37])[C:12]([NH:14][C@@H:15]([CH2:33][CH3:34])[CH2:16][NH:17][C:18]1[CH:30]=[CH:29][C:21]([O:22][CH:23]([CH3:28])[C:24]([O:26]C)=[O:25])=[CH:20][C:19]=1[O:31][CH3:32])=[O:13])[C:4]1[CH:9]=[CH:8][CH:7]=[CH:6][CH:5]=1.[OH-].C[Sn+](C)C. Product: [F:1][C:2]([F:40])([F:41])[C@@H:3]([NH:10][C@@H:11]([CH2:35][C:36]([F:39])([CH3:37])[CH3:38])[C:12]([NH:14][C@@H:15]([CH2:33][CH3:34])[CH2:16][NH:17][C:18]1[CH:30]=[CH:29][C:21]([O:22][CH:23]([CH3:28])[C:24]([OH:26])=[O:25])=[CH:20][C:19]=1[O:31][CH3:32])=[O:13])[C:4]1[CH:5]=[CH:6][CH:7]=[CH:8][CH:9]=1. The catalyst class is: 26. (6) Reactant: [F:1][C:2]1[CH:3]=[C:4]([NH:9][C:10]2[CH:15]=[CH:14][CH:13]=[CH:12][CH:11]=2)[C:5]([NH2:8])=[CH:6][CH:7]=1.[C:16]([O:20][C:21]([NH:23][C@@H:24]([CH2:28][O:29][CH2:30][CH3:31])[C:25](O)=[O:26])=[O:22])([CH3:19])([CH3:18])[CH3:17].C1C=NC2N(O)N=NC=2C=1.Cl.CN(C)CCCN=C=NCC. Product: [C:16]([O:20][C:21](=[O:22])[NH:23][C@H:24]([C:25](=[O:26])[NH:8][C:5]1[CH:6]=[CH:7][C:2]([F:1])=[CH:3][C:4]=1[NH:9][C:10]1[CH:15]=[CH:14][CH:13]=[CH:12][CH:11]=1)[CH2:28][O:29][CH2:30][CH3:31])([CH3:17])([CH3:18])[CH3:19]. The catalyst class is: 2.